This data is from Reaction yield outcomes from USPTO patents with 853,638 reactions. The task is: Predict the reaction yield, written as a fraction of the theoretical maximum amount of product (1.0 means a 100% yield; for example, 0.34 means a 34% yield). (1) The reactants are Cl.[CH3:2][CH:3]1[CH:7]([NH2:8])[CH2:6][CH2:5][O:4]1.Cl[C:10]1[C:19]2[C:14](=[C:15]([O:22][CH3:23])[C:16]([O:20][CH3:21])=[CH:17][CH:18]=2)[N:13]=[CH:12][N:11]=1.CCN(C(C)C)C(C)C. The catalyst is CN(C=O)C. The product is [CH3:21][O:20][C:16]1[C:15]([O:22][CH3:23])=[C:14]2[C:19]([C:10]([NH:8][CH:7]3[CH2:6][CH2:5][O:4][CH:3]3[CH3:2])=[N:11][CH:12]=[N:13]2)=[CH:18][CH:17]=1. The yield is 0.840. (2) The reactants are [CH3:1][Mg]Br.[OH:4][C:5]1[CH:10]=[CH:9][C:8]([O:11][CH3:12])=[CH:7][C:6]=1[C:13](=[O:15])[CH3:14]. The catalyst is C1COCC1. The product is [OH:15][C:13]([C:6]1[CH:7]=[C:8]([O:11][CH3:12])[CH:9]=[CH:10][C:5]=1[OH:4])([CH3:1])[CH3:14]. The yield is 1.00. (3) The reactants are [C:1]1([CH3:11])[CH:6]=[CH:5][C:4]([C:7]#[C:8][CH:9]=[O:10])=[CH:3][CH:2]=1.[CH2:12]([Mg]Br)[CH:13]=[CH2:14]. The catalyst is C1COCC1. The product is [C:1]1([CH3:11])[CH:2]=[CH:3][C:4]([C:7]#[C:8][CH:9]([OH:10])[CH2:14][CH:13]=[CH2:12])=[CH:5][CH:6]=1. The yield is 0.810. (4) The reactants are [CH:1]1([N:6]2[C:10]3[N:11]=[C:12]([NH:15][C:16]4[CH:21]=[CH:20][C:19]([N:22]5[CH2:27][CH2:26][N:25]([CH2:28][CH2:29][O:30][Si](C(C)(C)C)(C)C)[CH2:24][CH2:23]5)=[CH:18][N:17]=4)[N:13]=[CH:14][C:9]=3[C:8]3[CH:38]=[CH:39][N:40]=[C:41]([F:42])[C:7]2=3)[CH2:5][CH2:4][CH2:3][CH2:2]1.[F-].C([N+](CCCC)(CCCC)CCCC)CCC.O.[OH-].[Na+]. The catalyst is C1COCC1. The product is [CH:1]1([N:6]2[C:10]3[N:11]=[C:12]([NH:15][C:16]4[N:17]=[CH:18][C:19]([N:22]5[CH2:27][CH2:26][N:25]([CH2:28][CH2:29][OH:30])[CH2:24][CH2:23]5)=[CH:20][CH:21]=4)[N:13]=[CH:14][C:9]=3[C:8]3[CH:38]=[CH:39][N:40]=[C:41]([F:42])[C:7]2=3)[CH2:2][CH2:3][CH2:4][CH2:5]1. The yield is 0.750. (5) The reactants are [OH:1][CH2:2][CH2:3][CH2:4][C:5]1[CH:6]=[C:7]([NH:12][C:13]2[N:14]=[CH:15][C:16]3[CH2:17][C:18](=[O:32])[NH:19][C:20]4[CH:27]=[C:26]([C:28]([F:31])([F:30])[F:29])[CH:25]=[CH:24][C:21]=4[C:22]=3[N:23]=2)[C:8]([CH3:11])=[N:9][CH:10]=1.N1C=CN=C1.[Si:38](Cl)([C:41]([CH3:44])([CH3:43])[CH3:42])([CH3:40])[CH3:39]. The catalyst is C1COCC1. The product is [Si:38]([O:1][CH2:2][CH2:3][CH2:4][C:5]1[CH:6]=[C:7]([NH:12][C:13]2[N:14]=[CH:15][C:16]3[CH2:17][C:18](=[O:32])[NH:19][C:20]4[CH:27]=[C:26]([C:28]([F:31])([F:30])[F:29])[CH:25]=[CH:24][C:21]=4[C:22]=3[N:23]=2)[C:8]([CH3:11])=[N:9][CH:10]=1)([C:41]([CH3:44])([CH3:43])[CH3:42])([CH3:40])[CH3:39]. The yield is 0.510. (6) The reactants are [H-].[Al+3].[Li+].[H-].[H-].[H-].C([CH2:10][C:11]1[CH:16]=[CH:15][C:14]([CH2:17][CH2:18][CH2:19][CH2:20][N:21]=[N+]=[N-])=[CH:13][CH:12]=1)(O)=O.[OH2:24].[OH-].[Na+]. The catalyst is C1COCC1. The product is [OH:24][CH2:10][C:11]1[CH:16]=[CH:15][C:14]([CH2:17][CH2:18][CH2:19][CH2:20][NH2:21])=[CH:13][CH:12]=1. The yield is 0.640. (7) The reactants are Br.[N:2]1([C:8]([NH2:10])=[NH:9])[CH2:7][CH2:6][O:5][CH2:4][CH2:3]1.C[O-].[Na+].CO.C[O:17][C:18]([CH:20]1[CH2:24][CH2:23][O:22][C:21]1=[O:25])=O.C(O)(=O)C. The catalyst is CO. The product is [OH:22][CH2:23][CH2:24][C:20]1[C:21]([OH:25])=[N:9][C:8]([N:2]2[CH2:7][CH2:6][O:5][CH2:4][CH2:3]2)=[N:10][C:18]=1[OH:17]. The yield is 0.730. (8) The reactants are [C:1]([O:9][C@H:10]1[CH2:15][C@@H:14]([OH:16])[CH2:13][CH2:12][C@@H:11]1[C:17]1[N:21]([CH3:22])[N:20]=[CH:19][CH:18]=1)(=[O:8])[C:2]1[CH:7]=[CH:6][CH:5]=[CH:4][CH:3]=1.N1C(C)=CC=CC=1C.FC(F)(F)S(O[Si:37]([C:40]([CH3:43])([CH3:42])[CH3:41])([CH3:39])[CH3:38])(=O)=O. The catalyst is ClCCl. The product is [C:1]([O:9][C@H:10]1[CH2:15][C@@H:14]([O:16][Si:37]([C:40]([CH3:43])([CH3:42])[CH3:41])([CH3:39])[CH3:38])[CH2:13][CH2:12][C@@H:11]1[C:17]1[N:21]([CH3:22])[N:20]=[CH:19][CH:18]=1)(=[O:8])[C:2]1[CH:3]=[CH:4][CH:5]=[CH:6][CH:7]=1. The yield is 0.820. (9) The reactants are C(O[CH:5]1[O:18][C@H:17]([CH2:19][O:20][C:21](=[O:23])[CH3:22])[C@H:12]([O:13][C:14](=[O:16])[CH3:15])[C@H:11]([N:24]2[CH:28]=[C:27]([C:29]([O:31][CH3:32])=[O:30])[N:26]=[N:25]2)[C@H:6]1[O:7][C:8](=[O:10])[CH3:9])(=O)C.C(OC(=O)C)(=O)C.[BrH:40]. The catalyst is ClCCl.CC(O)=O. The product is [C:8]([O:7][C@@H:6]1[C@@H:11]([N:24]2[CH:28]=[C:27]([C:29]([O:31][CH3:32])=[O:30])[N:26]=[N:25]2)[C@@H:12]([O:13][C:14](=[O:16])[CH3:15])[C@@H:17]([CH2:19][O:20][C:21](=[O:23])[CH3:22])[O:18][C@@H:5]1[Br:40])(=[O:10])[CH3:9]. The yield is 0.460.